Dataset: Acute oral toxicity (LD50) regression data from Zhu et al.. Task: Regression/Classification. Given a drug SMILES string, predict its toxicity properties. Task type varies by dataset: regression for continuous values (e.g., LD50, hERG inhibition percentage) or binary classification for toxic/non-toxic outcomes (e.g., AMES mutagenicity, cardiotoxicity, hepatotoxicity). Dataset: ld50_zhu. (1) The drug is ClN(Cl)c1nc(N(Cl)Cl)nc(N(Cl)Cl)n1. The rat oral LD50 is 1.82, given as -log10 of the dose in mol/kg body weight (higher means more acutely toxic). (2) The compound is CCCCc1ccc(O)c(C(=O)Nc2cccc(C(F)(F)F)c2)c1. The rat oral LD50 is 2.13, given as -log10 of the dose in mol/kg body weight (higher means more acutely toxic). (3) The rat oral LD50 is 2.46, given as -log10 of the dose in mol/kg body weight (higher means more acutely toxic). The drug is CCOC(C1=NCCCN1)c1ccc(Cl)cc1. (4) The compound is CCC(=O)OCCOc1ccccc1. The rat oral LD50 is 1.65, given as -log10 of the dose in mol/kg body weight (higher means more acutely toxic). (5) The compound is CCCCOCCOCCOC(OCCOCCOCCCC)c1ccc2c(c1)OCO2. The rat oral LD50 is 2.19, given as -log10 of the dose in mol/kg body weight (higher means more acutely toxic).